Task: Predict which catalyst facilitates the given reaction.. Dataset: Catalyst prediction with 721,799 reactions and 888 catalyst types from USPTO (1) Reactant: [F:1][C:2]([F:26])([F:25])[C:3]1[CH:20]=[C:19]([C:21]([F:24])([F:23])[F:22])[CH:18]=[CH:17][C:4]=1[CH2:5][O:6][C:7]1[CH:14]=[CH:13][C:10]([CH:11]=O)=[CH:9][C:8]=1[O:15][CH3:16].[S:27]1[CH2:31][C:30](=[O:32])[NH:29][C:28]1=[O:33].N1CCCCC1. Product: [F:1][C:2]([F:25])([F:26])[C:3]1[CH:20]=[C:19]([C:21]([F:24])([F:23])[F:22])[CH:18]=[CH:17][C:4]=1[CH2:5][O:6][C:7]1[CH:14]=[CH:13][C:10](/[CH:11]=[C:31]2/[C:30](=[O:32])[NH:29][C:28](=[O:33])[S:27]/2)=[CH:9][C:8]=1[O:15][CH3:16]. The catalyst class is: 8. (2) Reactant: [Cl:1][C:2]1[CH:7]=[CH:6][C:5]([S:8]([CH2:11][C:12]2[CH:17]=[C:16]([F:18])[CH:15]=[CH:14][C:13]=2[F:19])(=[O:10])=[O:9])=[CH:4][CH:3]=1.[C:20]([O:24][C:25]([CH3:28])([CH3:27])[CH3:26])(=[O:23])[CH:21]=[CH2:22].CCCCCC. Product: [Cl:1][C:2]1[CH:7]=[CH:6][C:5]([S:8]([CH:11]([C:12]2[CH:17]=[C:16]([F:18])[CH:15]=[CH:14][C:13]=2[F:19])[CH2:22][CH2:21][C:20]([O:24][C:25]([CH3:28])([CH3:27])[CH3:26])=[O:23])(=[O:10])=[O:9])=[CH:4][CH:3]=1. The catalyst class is: 9. (3) Reactant: [CH2:1]([O:8][C:9]([NH:11][C:12]12[CH2:31][CH:15]([CH2:16][CH2:17][N:18]3[C:23](=[O:24])[C:22]([OH:25])=[C:21]([C:26](OCC)=[O:27])[N:20]=[C:19]31)[O:14][CH2:13]2)=[O:10])[C:2]1[CH:7]=[CH:6][CH:5]=[CH:4][CH:3]=1.[F:32][C:33]1[CH:38]=[CH:37][C:36]([CH2:39][NH2:40])=[CH:35][CH:34]=1.CCN(CC)CC. Product: [F:32][C:33]1[CH:38]=[CH:37][C:36]([CH2:39][NH:40][C:26]([C:21]2[N:20]=[C:19]3[N:18]([C:23](=[O:24])[C:22]=2[OH:25])[CH2:17][CH2:16][CH:15]2[CH2:31][C:12]3([NH:11][C:9](=[O:10])[O:8][CH2:1][C:2]3[CH:3]=[CH:4][CH:5]=[CH:6][CH:7]=3)[CH2:13][O:14]2)=[O:27])=[CH:35][CH:34]=1. The catalyst class is: 14. (4) Reactant: [S:1]1[CH:5]=[CH:4][CH:3]=[C:2]1[C:6]1[S:7][CH:8]=[CH:9][CH:10]=1.[Li]CCCC.CCCCCC.[CH3:22][Sn:23](Cl)([CH3:25])[CH3:24]. Product: [CH3:22][Sn:23]([CH3:25])([CH3:24])[C:5]1[S:1][C:2]([C:6]2[S:7][CH:8]=[CH:9][CH:10]=2)=[CH:3][CH:4]=1. The catalyst class is: 1. (5) Reactant: [Cl:1][C:2]1[CH:11]=[CH:10][C:5]2[NH:6][C:7]([SH:9])=[N:8][C:4]=2[CH:3]=1.[OH-].[Na+].F[C:15]1[CH:16]=[CH:17][C:18]([N+:26]([O-:28])=[O:27])=[C:19]2[C:24]=1[NH:23][CH:22]=[CH:21][C:20]2=[O:25]. Product: [Cl:1][C:2]1[CH:11]=[CH:10][C:5]2[NH:6][C:7]([S:9][C:15]3[CH:16]=[CH:17][C:18]([N+:26]([O-:28])=[O:27])=[C:19]4[C:24]=3[NH:23][CH:22]=[CH:21][C:20]4=[O:25])=[N:8][C:4]=2[CH:3]=1. The catalyst class is: 8. (6) Reactant: [CH2:1]([N:8]([CH2:10][C:11]1[CH:16]=[CH:15][C:14]([CH2:17][CH2:18][OH:19])=[CH:13][CH:12]=1)C)C1C=CC=CC=1. Product: [CH3:1][NH:8][CH2:10][C:11]1[CH:16]=[CH:15][C:14]([CH2:17][CH2:18][OH:19])=[CH:13][CH:12]=1. The catalyst class is: 723. (7) Reactant: [Cl:1][C:2]1[CH:7]=[CH:6][C:5]([C:8]2[S:9][C:10]([CH:13]([OH:15])C)=[CH:11][N:12]=2)=[CH:4][CH:3]=1.[H-].[Na+].Cl[C:19]1[CH:27]2[CH:22]([C:23]3([CH3:29])[O:28][CH:26]2[CH2:25][CH2:24]3)[C:21](=[O:30])[CH:20]=1. Product: [Cl:1][C:2]1[CH:3]=[CH:4][C:5]([C:8]2[S:9][C:10]([CH2:13][O:15][C:19]3[CH:27]4[CH:22]([C:23]5([CH3:29])[O:28][CH:26]4[CH2:25][CH2:24]5)[C:21](=[O:30])[CH:20]=3)=[CH:11][N:12]=2)=[CH:6][CH:7]=1. The catalyst class is: 7.